From a dataset of Forward reaction prediction with 1.9M reactions from USPTO patents (1976-2016). Predict the product of the given reaction. (1) The product is: [Cl:13][CH2:14][C:15](=[O:16])[CH2:7][C:6]1[CH:9]=[CH:10][C:11]([Cl:12])=[C:4]([Cl:3])[CH:5]=1. Given the reactants II.[Cl:3][C:4]1[CH:5]=[C:6]([CH:9]=[CH:10][C:11]=1[Cl:12])[CH2:7]Cl.[Cl:13][CH2:14][C:15](Cl)=[O:16].Cl, predict the reaction product. (2) Given the reactants [C:1]([O:5][C:6](=[O:39])[CH2:7][N:8]1[C:17](=[O:18])[C:16](=[CH:19][C:20]2[C:28]3[C:23](=[CH:24][CH:25]=[CH:26][CH:27]=3)[NH:22][CH:21]=2)[C:15]2[N:11]([C:12]([C:29]3[CH:34]=[CH:33][CH:32]=[CH:31][CH:30]=3)=[N:13][N:14]=2)[C:10]2[CH:35]=[CH:36][CH:37]=[CH:38][C:9]1=2)([CH3:4])([CH3:3])[CH3:2], predict the reaction product. The product is: [C:1]([O:5][C:6](=[O:39])[CH2:7][N:8]1[C:17](=[O:18])[CH:16]([CH2:19][C:20]2[C:28]3[C:23](=[CH:24][CH:25]=[CH:26][CH:27]=3)[NH:22][CH:21]=2)[C:15]2[N:11]([C:12]([C:29]3[CH:30]=[CH:31][CH:32]=[CH:33][CH:34]=3)=[N:13][N:14]=2)[C:10]2[CH:35]=[CH:36][CH:37]=[CH:38][C:9]1=2)([CH3:4])([CH3:2])[CH3:3]. (3) Given the reactants C[O:2][C:3](=[O:23])[C:4]1[CH:9]=[CH:8][C:7]([CH2:10][CH2:11][C:12]2[C:20]3[C:19](=[O:21])[N:18]=[C:17]([NH2:22])[NH:16][C:15]=3[NH:14][CH:13]=2)=[CH:6][CH:5]=1.[OH-].[Na+].Cl, predict the reaction product. The product is: [NH2:22][C:17]1[NH:16][C:15]2[NH:14][CH:13]=[C:12]([CH2:11][CH2:10][C:7]3[CH:8]=[CH:9][C:4]([C:3]([OH:23])=[O:2])=[CH:5][CH:6]=3)[C:20]=2[C:19](=[O:21])[N:18]=1. (4) The product is: [C:1]([C:5]1[C:6]2[CH:12]([C:13]3[CH:18]=[CH:17][CH:16]=[CH:15][C:14]=3[O:19][CH3:20])[N:11]([C:21]3[CH:26]=[CH:25][C:24]([C:27]4[O:31][N:30]=[C:29]([NH2:32])[CH:28]=4)=[CH:23][CH:22]=3)[C:10](=[O:40])[C:7]=2[NH:8][N:9]=1)([CH3:4])([CH3:2])[CH3:3]. Given the reactants [C:1]([C:5]1[C:6]2[CH:12]([C:13]3[CH:18]=[CH:17][CH:16]=[CH:15][C:14]=3[O:19][CH3:20])[N:11]([C:21]3[CH:26]=[CH:25][C:24]([C:27]4[O:31][N:30]=[C:29]([NH:32]C(OC(C)(C)C)=O)[CH:28]=4)=[CH:23][CH:22]=3)[C:10](=[O:40])[C:7]=2[NH:8][N:9]=1)([CH3:4])([CH3:3])[CH3:2].Cl, predict the reaction product. (5) Given the reactants C1(C([S:9][CH2:10][CH:11]([O:15][CH2:16][CH3:17])[O:12][CH2:13][CH3:14])=O)C=CC=CC=1.[OH-].[Na+], predict the reaction product. The product is: [SH:9][CH2:10][CH:11]([O:15][CH2:16][CH3:17])[O:12][CH2:13][CH3:14]. (6) The product is: [C:1]([O:5][C:6]([N:8]1[CH2:13][CH2:12][CH:11]([O:14][C:17]2[CH:18]=[CH:19][C:20]([N+:22]([O-:24])=[O:23])=[CH:21][C:16]=2[CH3:15])[CH2:10][CH2:9]1)=[O:7])([CH3:4])([CH3:2])[CH3:3]. Given the reactants [C:1]([O:5][C:6]([N:8]1[CH2:13][CH2:12][CH:11]([OH:14])[CH2:10][CH2:9]1)=[O:7])([CH3:4])([CH3:3])[CH3:2].[CH3:15][C:16]1[CH:21]=[C:20]([N+:22]([O-:24])=[O:23])[CH:19]=[CH:18][C:17]=1O.C1(P(C2C=CC=CC=2)C2C=CC=CC=2)C=CC=CC=1, predict the reaction product. (7) Given the reactants [CH:1]([C:3]1[CH:4]=[C:5]([CH:20]=[C:21]([C:23]([F:26])([F:25])[F:24])[CH:22]=1)[O:6][CH:7]1[CH2:12][CH2:11][N:10]([C:13]([O:15][C:16]([CH3:19])([CH3:18])[CH3:17])=[O:14])[CH2:9][CH2:8]1)=O.[CH3:27][NH:28][CH3:29], predict the reaction product. The product is: [CH3:27][N:28]([CH2:1][C:3]1[CH:4]=[C:5]([CH:20]=[C:21]([C:23]([F:26])([F:25])[F:24])[CH:22]=1)[O:6][CH:7]1[CH2:12][CH2:11][N:10]([C:13]([O:15][C:16]([CH3:19])([CH3:18])[CH3:17])=[O:14])[CH2:9][CH2:8]1)[CH3:29].